From a dataset of Catalyst prediction with 721,799 reactions and 888 catalyst types from USPTO. Predict which catalyst facilitates the given reaction. (1) The catalyst class is: 40. Product: [C:13]1([CH2:12][C:7]2[CH:8]=[CH:9][CH:10]=[CH:11][C:6]=2[CH2:5][C:1]#[N:2])[CH:18]=[CH:17][CH:16]=[CH:15][CH:14]=1. Reactant: [C-:1]#[N:2].[K+].Br[CH2:5][C:6]1[CH:11]=[CH:10][CH:9]=[CH:8][C:7]=1[CH2:12][C:13]1[CH:18]=[CH:17][CH:16]=[CH:15][CH:14]=1. (2) Reactant: [CH3:1][C:2]1([CH3:21])[C:11]2[C:6](=[CH:7][CH:8]=[C:9]([CH:12]([CH2:16][CH2:17][CH2:18][CH2:19][CH3:20])[C:13](O)=[O:14])[CH:10]=2)[S:5][CH2:4][CH2:3]1.Cl.C([N:26]([CH:29](C)C)CC)(C)C.Cl.CN(C)CCCN=C=NCC.CN([CH:47]=[O:48])C. Product: [CH3:47][O:48][N:26]([CH3:29])[C:13](=[O:14])[CH:12]([C:9]1[CH:10]=[C:11]2[C:6](=[CH:7][CH:8]=1)[S:5][CH2:4][CH2:3][C:2]2([CH3:21])[CH3:1])[CH2:16][CH2:17][CH2:18][CH2:19][CH3:20]. The catalyst class is: 2.